Dataset: Catalyst prediction with 721,799 reactions and 888 catalyst types from USPTO. Task: Predict which catalyst facilitates the given reaction. (1) Reactant: Cl.[Cl:2][C:3]1[CH:4]=[CH:5][C:6]([F:37])=[C:7]([C:9]2[CH:18]=[C:17]([C:19]3[CH:20]=[C:21]([C:25]4[CH:26]=[N:27][C:28]([N:31]5[CH2:36][CH2:35][NH:34][CH2:33][CH2:32]5)=[CH:29][CH:30]=4)[CH:22]=[N:23][CH:24]=3)[C:16]3[C:11](=[N:12][CH:13]=[CH:14][CH:15]=3)[N:10]=2)[CH:8]=1.[CH2:38]=O.[OH-].[Na+]. Product: [Cl:2][C:3]1[CH:4]=[CH:5][C:6]([F:37])=[C:7]([C:9]2[CH:18]=[C:17]([C:19]3[CH:20]=[C:21]([C:25]4[CH:26]=[N:27][C:28]([N:31]5[CH2:36][CH2:35][N:34]([CH3:38])[CH2:33][CH2:32]5)=[CH:29][CH:30]=4)[CH:22]=[N:23][CH:24]=3)[C:16]3[C:11](=[N:12][CH:13]=[CH:14][CH:15]=3)[N:10]=2)[CH:8]=1. The catalyst class is: 106. (2) Reactant: [CH2:1]([N:8]1[CH2:13][CH2:12][N:11]([C:14](=[S:16])[NH2:15])[CH2:10][CH2:9]1)[C:2]1[CH:7]=[CH:6][CH:5]=[CH:4][CH:3]=1.Cl[CH2:18][C:19](O)=[O:20]. Product: [CH2:1]([N:8]1[CH2:9][CH2:10][N:11]([C:14]2[S:16][CH2:18][C:19](=[O:20])[N:15]=2)[CH2:12][CH2:13]1)[C:2]1[CH:3]=[CH:4][CH:5]=[CH:6][CH:7]=1. The catalyst class is: 17. (3) The catalyst class is: 226. Product: [N:3]1([CH2:8][C:9]2[CH:27]=[CH:26][C:12]([CH2:13][O:14][NH2:15])=[CH:11][CH:10]=2)[CH2:7][CH2:6][CH2:5][CH2:4]1. Reactant: CN.[N:3]1([CH2:8][C:9]2[CH:27]=[CH:26][C:12]([CH2:13][O:14][N:15]3C(=O)C4C(=CC=CC=4)C3=O)=[CH:11][CH:10]=2)[CH2:7][CH2:6][CH2:5][CH2:4]1. (4) Reactant: Cl.Cl.[Cl:3][C:4]1[CH:9]=[CH:8][C:7]([NH:10][C:11]([C:13]2[CH:22]=[C:21]3[C:16]([CH2:17][CH2:18][NH:19][CH2:20]3)=[CH:15][CH:14]=2)=[O:12])=[C:6]([N:23]2[CH2:28][CH2:27][N:26]([CH2:29][CH2:30][C:31]([F:34])([F:33])[F:32])[CH2:25][CH2:24]2)[CH:5]=1.[CH3:35][S:36]([CH:39]=[CH2:40])(=[O:38])=[O:37].CCN(C(C)C)C(C)C. Product: [Cl:3][C:4]1[CH:9]=[CH:8][C:7]([NH:10][C:11]([C:13]2[CH:22]=[C:21]3[C:16]([CH2:17][CH2:18][N:19]([CH2:40][CH2:39][S:36]([CH3:35])(=[O:38])=[O:37])[CH2:20]3)=[CH:15][CH:14]=2)=[O:12])=[C:6]([N:23]2[CH2:28][CH2:27][N:26]([CH2:29][CH2:30][C:31]([F:34])([F:32])[F:33])[CH2:25][CH2:24]2)[CH:5]=1. The catalyst class is: 3.